Dataset: Catalyst prediction with 721,799 reactions and 888 catalyst types from USPTO. Task: Predict which catalyst facilitates the given reaction. (1) Reactant: Cl[C:2]1[N:7]=[CH:6][C:5]([B:8]([OH:10])[OH:9])=[CH:4][N:3]=1.[NH:11]1[CH2:16][CH2:15][CH:14]([C:17]([O:19][CH2:20][CH3:21])=[O:18])[CH2:13][CH2:12]1. Product: [CH2:20]([O:19][C:17]([CH:14]1[CH2:15][CH2:16][N:11]([C:2]2[N:7]=[CH:6][C:5]([B:8]([OH:10])[OH:9])=[CH:4][N:3]=2)[CH2:12][CH2:13]1)=[O:18])[CH3:21]. The catalyst class is: 12. (2) Reactant: [CH3:1][CH2:2][N:3]([C:10]([C:12]1[C:22](=[O:23])[N:21]([CH3:24])[C:15]2[CH:16]=[CH:17][CH:18]=[C:19]([Cl:20])[C:14]=2[C:13]=1[O-:25])=[O:11])[C:4]1[CH:5]=[CH:6][CH:7]=[CH:8][CH:9]=1.[Na+].C([O-])(=O)C.[NH4+]. Product: [CH3:1][CH2:2][N:3]([C:10]([C:12]1[C:22](=[O:23])[N:21]([CH3:24])[C:15]2[CH:16]=[CH:17][CH:18]=[C:19]([Cl:20])[C:14]=2[C:13]=1[OH:25])=[O:11])[C:4]1[CH:9]=[CH:8][CH:7]=[CH:6][CH:5]=1. The catalyst class is: 10. (3) Reactant: [N:1]1[CH:6]=[CH:5][CH:4]=[C:3]([CH2:7][C:8]2[CH:9]=[N:10][CH:11]=[CH:12][CH:13]=2)[CH:2]=1.[Li+].CC([N-]C(C)C)C.[Br:22][C:23]1[CH:28]=[CH:27][CH:26]=[C:25]([CH:29](Cl)[C:30]2[CH:35]=[CH:34][C:33]([F:36])=[CH:32][CH:31]=2)[N:24]=1. Product: [Br:22][C:23]1[CH:28]=[CH:27][CH:26]=[C:25]([CH:29]([C:30]2[CH:35]=[CH:34][C:33]([F:36])=[CH:32][CH:31]=2)[CH:7]([C:8]2[CH:9]=[N:10][CH:11]=[CH:12][CH:13]=2)[C:3]2[CH:2]=[N:1][CH:6]=[CH:5][CH:4]=2)[N:24]=1. The catalyst class is: 1. (4) The catalyst class is: 2. Reactant: [NH2:1][C:2]1[CH:29]=[C:28]([N:30]([CH2:32][CH2:33][CH2:34][N:35]([CH3:37])[CH3:36])[CH3:31])[CH:27]=[CH:26][C:3]=1[C:4]([NH:6][C:7]1[C:15]2[C:10](=[CH:11][CH:12]=[C:13]([O:16][CH2:17][C:18]3[CH:23]=[C:22]([F:24])[CH:21]=[C:20]([F:25])[CH:19]=3)[CH:14]=2)[NH:9][N:8]=1)=[O:5].[O:38]1[CH2:43][CH2:42][C:41](=O)[CH2:40][CH2:39]1.C(O)(C(F)(F)F)=O.C(O[BH-](OC(=O)C)OC(=O)C)(=O)C.C[N+](C)(C)C. Product: [F:24][C:22]1[CH:23]=[C:18]([CH:19]=[C:20]([F:25])[CH:21]=1)[CH2:17][O:16][C:13]1[CH:14]=[C:15]2[C:10](=[CH:11][CH:12]=1)[NH:9][N:8]=[C:7]2[NH:6][C:4](=[O:5])[C:3]1[CH:26]=[CH:27][C:28]([N:30]([CH2:32][CH2:33][CH2:34][N:35]([CH3:36])[CH3:37])[CH3:31])=[CH:29][C:2]=1[NH:1][CH:41]1[CH2:42][CH2:43][O:38][CH2:39][CH2:40]1. (5) Reactant: [CH3:1][N:2]([CH:4]=O)[CH3:3].[Cl:6][C:7]1[CH:8]=[C:9]([CH:24]=[CH:25][C:26]=1[Cl:27])[O:10][C:11]1[N:16]=[C:15]([CH:17]([CH3:19])[CH3:18])[C:14]([NH2:20])=[C:13]([CH:21]([CH3:23])[CH3:22])[CH:12]=1. Product: [Cl:6][C:7]1[CH:8]=[C:9]([CH:24]=[CH:25][C:26]=1[Cl:27])[O:10][C:11]1[N:16]=[C:15]([CH:17]([CH3:18])[CH3:19])[C:14]([N:20]=[CH:4][N:2]([CH3:1])[CH3:3])=[C:13]([CH:21]([CH3:22])[CH3:23])[CH:12]=1. The catalyst class is: 5. (6) Reactant: [C:1]1([CH2:7][C@H:8]([NH:20][C:21]([C:23]2[NH:32][C:26]3=[CH:27][N:28]=[C:29]([Cl:31])[CH:30]=[C:25]3[CH:24]=2)=[O:22])[C:9]2([C:14]3[CH:19]=[CH:18][CH:17]=[CH:16][CH:15]=3)OCC[O:10]2)[CH:6]=[CH:5][CH:4]=[CH:3][CH:2]=1.Cl. Product: [CH2:7]([C@H:8]([NH:20][C:21]([C:23]1[NH:32][C:26]2=[CH:27][N:28]=[C:29]([Cl:31])[CH:30]=[C:25]2[CH:24]=1)=[O:22])[C:9](=[O:10])[C:14]1[CH:15]=[CH:16][CH:17]=[CH:18][CH:19]=1)[C:1]1[CH:6]=[CH:5][CH:4]=[CH:3][CH:2]=1. The catalyst class is: 21. (7) Reactant: [NH2:1][C:2]1[N:3]=[CH:4][C:5]([C:8]2[C:9]([F:19])=[C:10]([OH:18])[C:11]([CH:14]3[CH2:17][CH2:16][CH2:15]3)=[CH:12][CH:13]=2)=[N:6][CH:7]=1.Br[CH2:21][C:22]([O:24][C:25]([CH3:28])([CH3:27])[CH3:26])=[O:23].[OH-].[K+]. Product: [C:25]([O:24][C:22](=[O:23])[CH2:21][O:18][C:10]1[C:11]([CH:14]2[CH2:15][CH2:16][CH2:17]2)=[CH:12][CH:13]=[C:8]([C:5]2[CH:4]=[N:3][C:2]([NH2:1])=[CH:7][N:6]=2)[C:9]=1[F:19])([CH3:28])([CH3:27])[CH3:26]. The catalyst class is: 16. (8) Reactant: [C:1]([O:5][C:6](=[O:18])[NH:7][CH2:8][CH2:9][CH2:10][CH2:11][N:12]1[CH2:17][CH2:16][NH:15][CH2:14][CH2:13]1)([CH3:4])([CH3:3])[CH3:2].[I-].[Na+].C(=O)([O-])[O-].[K+].[K+].[CH2:27]([O:29][C:30](=[O:36])[CH2:31][CH2:32][CH2:33][CH2:34]Br)[CH3:28]. Product: [CH2:27]([O:29][C:30](=[O:36])[CH2:31][CH2:32][CH2:33][CH2:34][N:15]1[CH2:16][CH2:17][N:12]([CH2:11][CH2:10][CH2:9][CH2:8][NH:7][C:6]([O:5][C:1]([CH3:4])([CH3:2])[CH3:3])=[O:18])[CH2:13][CH2:14]1)[CH3:28]. The catalyst class is: 21. (9) Reactant: [CH2:1]([O:3][C:4](=[O:20])[CH:5]([O:17][CH2:18][CH3:19])[CH2:6][C:7]1[CH:12]=[CH:11][C:10]([OH:13])=[CH:9][C:8]=1[O:14][CH2:15][CH3:16])[CH3:2].[C:21]([C:25]1[CH:30]=[CH:29][C:28]([C:31]2[O:32][C:33]([CH3:38])=[C:34]([CH2:36]Cl)[N:35]=2)=[CH:27][CH:26]=1)([CH3:24])([CH3:23])[CH3:22].C(C1C=CC(C=O)=CC=1)(C)(C)C.O=P(Cl)(Cl)Cl.C(=O)([O-])[O-].[K+].[K+]. Product: [CH2:1]([O:3][C:4](=[O:20])[CH:5]([O:17][CH2:18][CH3:19])[CH2:6][C:7]1[CH:12]=[CH:11][C:10]([O:13][CH2:36][C:34]2[N:35]=[C:31]([C:28]3[CH:27]=[CH:26][C:25]([C:21]([CH3:24])([CH3:23])[CH3:22])=[CH:30][CH:29]=3)[O:32][C:33]=2[CH3:38])=[CH:9][C:8]=1[O:14][CH2:15][CH3:16])[CH3:2]. The catalyst class is: 9. (10) Reactant: Cl[CH2:2][CH2:3][O:4][CH2:5][CH2:6][O:7][CH2:8][CH2:9][OH:10].[N-:11]=[N+:12]=[N-:13].[Na+]. Product: [N:11]([CH2:2][CH2:3][O:4][CH2:5][CH2:6][O:7][CH2:8][CH2:9][OH:10])=[N+:12]=[N-:13]. The catalyst class is: 3.